From a dataset of NCI-60 drug combinations with 297,098 pairs across 59 cell lines. Regression. Given two drug SMILES strings and cell line genomic features, predict the synergy score measuring deviation from expected non-interaction effect. (1) Drug 1: CN1CCC(CC1)COC2=C(C=C3C(=C2)N=CN=C3NC4=C(C=C(C=C4)Br)F)OC. Drug 2: CCN(CC)CCCC(C)NC1=C2C=C(C=CC2=NC3=C1C=CC(=C3)Cl)OC. Cell line: SK-MEL-28. Synergy scores: CSS=33.4, Synergy_ZIP=8.54, Synergy_Bliss=14.4, Synergy_Loewe=8.87, Synergy_HSA=11.0. (2) Drug 1: CC1=CC=C(C=C1)C2=CC(=NN2C3=CC=C(C=C3)S(=O)(=O)N)C(F)(F)F. Drug 2: CC1=C(C(=O)C2=C(C1=O)N3CC4C(C3(C2COC(=O)N)OC)N4)N. Cell line: BT-549. Synergy scores: CSS=17.6, Synergy_ZIP=-2.64, Synergy_Bliss=-2.17, Synergy_Loewe=-23.4, Synergy_HSA=-7.30. (3) Drug 1: C1=CC(=CC=C1CCC2=CNC3=C2C(=O)NC(=N3)N)C(=O)NC(CCC(=O)O)C(=O)O. Drug 2: CCC1=CC2CC(C3=C(CN(C2)C1)C4=CC=CC=C4N3)(C5=C(C=C6C(=C5)C78CCN9C7C(C=CC9)(C(C(C8N6C)(C(=O)OC)O)OC(=O)C)CC)OC)C(=O)OC.C(C(C(=O)O)O)(C(=O)O)O. Synergy scores: CSS=13.2, Synergy_ZIP=-3.82, Synergy_Bliss=-3.53, Synergy_Loewe=-10.7, Synergy_HSA=-2.53. Cell line: SK-MEL-5. (4) Drug 1: C1CCN(CC1)CCOC2=CC=C(C=C2)C(=O)C3=C(SC4=C3C=CC(=C4)O)C5=CC=C(C=C5)O. Drug 2: COC1=C2C(=CC3=C1OC=C3)C=CC(=O)O2. Cell line: NCIH23. Synergy scores: CSS=-1.78, Synergy_ZIP=0.908, Synergy_Bliss=-1.41, Synergy_Loewe=-2.54, Synergy_HSA=-3.27. (5) Drug 1: CC12CCC(CC1=CCC3C2CCC4(C3CC=C4C5=CN=CC=C5)C)O. Drug 2: CC1=C(C(=O)C2=C(C1=O)N3CC4C(C3(C2COC(=O)N)OC)N4)N. Cell line: CAKI-1. Synergy scores: CSS=26.6, Synergy_ZIP=1.57, Synergy_Bliss=5.54, Synergy_Loewe=0.305, Synergy_HSA=6.03. (6) Drug 1: C#CCC(CC1=CN=C2C(=N1)C(=NC(=N2)N)N)C3=CC=C(C=C3)C(=O)NC(CCC(=O)O)C(=O)O. Drug 2: CC1=C(C(=O)C2=C(C1=O)N3CC4C(C3(C2COC(=O)N)OC)N4)N. Cell line: OVCAR-4. Synergy scores: CSS=0.434, Synergy_ZIP=-1.39, Synergy_Bliss=-0.348, Synergy_Loewe=-4.18, Synergy_HSA=-3.81. (7) Drug 2: C1CNP(=O)(OC1)N(CCCl)CCCl. Drug 1: CN1CCC(CC1)COC2=C(C=C3C(=C2)N=CN=C3NC4=C(C=C(C=C4)Br)F)OC. Cell line: DU-145. Synergy scores: CSS=10.5, Synergy_ZIP=-4.57, Synergy_Bliss=-1.54, Synergy_Loewe=-17.2, Synergy_HSA=-2.95. (8) Drug 1: CC(C)CN1C=NC2=C1C3=CC=CC=C3N=C2N. Drug 2: COCCOC1=C(C=C2C(=C1)C(=NC=N2)NC3=CC=CC(=C3)C#C)OCCOC.Cl. Cell line: MDA-MB-435. Synergy scores: CSS=12.3, Synergy_ZIP=-3.00, Synergy_Bliss=-1.83, Synergy_Loewe=2.48, Synergy_HSA=3.74. (9) Drug 1: CC1CCC2CC(C(=CC=CC=CC(CC(C(=O)C(C(C(=CC(C(=O)CC(OC(=O)C3CCCCN3C(=O)C(=O)C1(O2)O)C(C)CC4CCC(C(C4)OC)OCCO)C)C)O)OC)C)C)C)OC. Drug 2: CC1=C(N=C(N=C1N)C(CC(=O)N)NCC(C(=O)N)N)C(=O)NC(C(C2=CN=CN2)OC3C(C(C(C(O3)CO)O)O)OC4C(C(C(C(O4)CO)O)OC(=O)N)O)C(=O)NC(C)C(C(C)C(=O)NC(C(C)O)C(=O)NCCC5=NC(=CS5)C6=NC(=CS6)C(=O)NCCC[S+](C)C)O. Cell line: SF-295. Synergy scores: CSS=56.5, Synergy_ZIP=-2.26, Synergy_Bliss=-2.29, Synergy_Loewe=1.68, Synergy_HSA=4.28.